Regression. Given two drug SMILES strings and cell line genomic features, predict the synergy score measuring deviation from expected non-interaction effect. From a dataset of NCI-60 drug combinations with 297,098 pairs across 59 cell lines. (1) Cell line: HS 578T. Drug 2: CC12CCC3C(C1CCC2OP(=O)(O)O)CCC4=C3C=CC(=C4)OC(=O)N(CCCl)CCCl.[Na+]. Synergy scores: CSS=-6.70, Synergy_ZIP=-0.0286, Synergy_Bliss=-3.51, Synergy_Loewe=-9.22, Synergy_HSA=-7.23. Drug 1: CC12CCC(CC1=CCC3C2CCC4(C3CC=C4C5=CN=CC=C5)C)O. (2) Drug 1: CCCS(=O)(=O)NC1=C(C(=C(C=C1)F)C(=O)C2=CNC3=C2C=C(C=N3)C4=CC=C(C=C4)Cl)F. Drug 2: N.N.Cl[Pt+2]Cl. Cell line: OVCAR3. Synergy scores: CSS=-5.25, Synergy_ZIP=1.10, Synergy_Bliss=-2.15, Synergy_Loewe=-5.73, Synergy_HSA=-5.43. (3) Cell line: DU-145. Synergy scores: CSS=5.03, Synergy_ZIP=1.24, Synergy_Bliss=3.81, Synergy_Loewe=-0.152, Synergy_HSA=0.823. Drug 2: CC(C)NC(=O)C1=CC=C(C=C1)CNNC.Cl. Drug 1: CN(C)N=NC1=C(NC=N1)C(=O)N. (4) Drug 1: CC(CN1CC(=O)NC(=O)C1)N2CC(=O)NC(=O)C2. Drug 2: C1=C(C(=O)NC(=O)N1)F. Cell line: A498. Synergy scores: CSS=55.1, Synergy_ZIP=-7.54, Synergy_Bliss=-9.35, Synergy_Loewe=-3.34, Synergy_HSA=-1.79. (5) Drug 1: CN1CCC(CC1)COC2=C(C=C3C(=C2)N=CN=C3NC4=C(C=C(C=C4)Br)F)OC. Drug 2: CC1=C(C=C(C=C1)C(=O)NC2=CC(=CC(=C2)C(F)(F)F)N3C=C(N=C3)C)NC4=NC=CC(=N4)C5=CN=CC=C5. Cell line: OVCAR3. Synergy scores: CSS=5.84, Synergy_ZIP=-1.71, Synergy_Bliss=-5.82, Synergy_Loewe=-14.5, Synergy_HSA=-7.97.